Dataset: Peptide-MHC class I binding affinity with 185,985 pairs from IEDB/IMGT. Task: Regression. Given a peptide amino acid sequence and an MHC pseudo amino acid sequence, predict their binding affinity value. This is MHC class I binding data. (1) The MHC is H-2-Kb with pseudo-sequence H-2-Kb. The peptide sequence is LGIIGHLL. The binding affinity (normalized) is 0. (2) The peptide sequence is QQRPDLILV. The MHC is HLA-A80:01 with pseudo-sequence HLA-A80:01. The binding affinity (normalized) is 0.0847.